This data is from Forward reaction prediction with 1.9M reactions from USPTO patents (1976-2016). The task is: Predict the product of the given reaction. (1) Given the reactants [CH3:1][C:2]1[CH:7]=[CH:6][C:5]([O:8][CH3:9])=[CH:4][C:3]=1[O:10][C:11]1[CH:16]=[CH:15][C:14]([N+:17]([O-])=O)=[CH:13][N:12]=1, predict the reaction product. The product is: [CH3:1][C:2]1[CH:7]=[CH:6][C:5]([O:8][CH3:9])=[CH:4][C:3]=1[O:10][C:11]1[N:12]=[CH:13][C:14]([NH2:17])=[CH:15][CH:16]=1. (2) Given the reactants [F:1][C:2]1[CH:7]=[CH:6][C:5]([C:8](=[O:29])[CH2:9][NH:10][C:11]([CH:13]2[CH2:18][CH2:17][N:16]([C:19]([O:21][CH2:22][C:23]3[CH:28]=[CH:27][CH:26]=[CH:25][CH:24]=3)=[O:20])[CH2:15][CH2:14]2)=O)=[CH:4][CH:3]=1, predict the reaction product. The product is: [F:1][C:2]1[CH:7]=[CH:6][C:5]([C:8]2[O:29][C:11]([CH:13]3[CH2:18][CH2:17][N:16]([C:19]([O:21][CH2:22][C:23]4[CH:28]=[CH:27][CH:26]=[CH:25][CH:24]=4)=[O:20])[CH2:15][CH2:14]3)=[N:10][CH:9]=2)=[CH:4][CH:3]=1. (3) Given the reactants [C:1]([CH2:6][C:7]([O:9][CH2:10][CH3:11])=[O:8])(=[O:5])[CH:2]([CH3:4])[CH3:3].[CH2:12]([Si](C)(C)C)[CH:13]=[CH2:14].S([O-])([O-])(=O)=O.[NH4+].[NH4+], predict the reaction product. The product is: [C:1]([CH:6]([CH2:14][CH:13]=[CH2:12])[C:7]([O:9][CH2:10][CH3:11])=[O:8])(=[O:5])[CH:2]([CH3:4])[CH3:3]. (4) Given the reactants CC1(C)[O:6][C:5](=[CH:7][C:8]([N:10]([CH2:12][CH2:13][CH2:14][C:15]2[CH:20]=[CH:19][C:18]([F:21])=[CH:17][CH:16]=2)[CH3:11])=[O:9])[C:4](=[O:22])O1.C=O.[CH3:26][NH2:27].[CH3:28]O, predict the reaction product. The product is: [F:21][C:18]1[CH:17]=[CH:16][C:15]([CH2:14][CH2:13][CH2:12][N:10]([CH3:11])[C:8]([C:7]2[CH2:26][N:27]([CH3:28])[C:4](=[O:22])[C:5]=2[OH:6])=[O:9])=[CH:20][CH:19]=1.